From a dataset of Reaction yield outcomes from USPTO patents with 853,638 reactions. Predict the reaction yield, written as a fraction of the theoretical maximum amount of product (1.0 means a 100% yield; for example, 0.34 means a 34% yield). (1) The reactants are [CH3:1][O:2][C:3]1[N:8]=[C:7]2NC(SCC3C(C)=C(OC)C=CN=3)=N[C:6]2=[CH:5][C:4]=1[CH3:23].ClC1C=CC=C(C(OO)=O)C=1.C(=O)(O)[O-].[Na+]. The catalyst is CO.C1(C)C=CC=CC=1. The product is [CH3:1][O:2][C:3]1[C:4]([CH3:23])=[CH:5][CH:6]=[CH:7][N:8]=1. The yield is 0.800. (2) The reactants are [OH:1][C:2]1[CH:3]=[C:4]([O:16][C:17]2[CH:22]=[CH:21][C:20]([S:23]([CH3:26])(=[O:25])=[O:24])=[CH:19][CH:18]=2)[CH:5]=[C:6]2[C:10]=1[NH:9][C:8]([C:11]([O:13][CH2:14][CH3:15])=[O:12])=[CH:7]2.[CH2:27](P(CCCC)CCCC)[CH2:28][CH2:29]C.N(C(N1CCCCC1)=O)=NC(N1CCCCC1)=O.CC(O)C. The catalyst is O1CCCC1. The product is [CH3:27][CH:28]([O:1][C:2]1[CH:3]=[C:4]([O:16][C:17]2[CH:22]=[CH:21][C:20]([S:23]([CH3:26])(=[O:25])=[O:24])=[CH:19][CH:18]=2)[CH:5]=[C:6]2[C:10]=1[NH:9][C:8]([C:11]([O:13][CH2:14][CH3:15])=[O:12])=[CH:7]2)[CH3:29]. The yield is 0.840. (3) The reactants are Cl[C:2]1[N:11]=[C:10](Cl)[C:9]2[C:4](=[CH:5][CH:6]=[CH:7][CH:8]=2)[N:3]=1.[NH:13]1[CH2:18][CH2:17][O:16][CH2:15][CH2:14]1.[NH2:19][C:20]1[CH:28]=[CH:27][C:23]([C:24]([OH:26])=[O:25])=[CH:22][CH:21]=1. The catalyst is CN(C)C=O.C(OCC)(=O)C.C(O)CCC. The product is [O:16]1[CH2:17][CH2:18][N:13]([C:10]2[C:9]3[C:4](=[CH:5][CH:6]=[CH:7][CH:8]=3)[N:3]=[C:2]([NH:19][C:20]3[CH:28]=[CH:27][C:23]([C:24]([OH:26])=[O:25])=[CH:22][CH:21]=3)[N:11]=2)[CH2:14][CH2:15]1. The yield is 1.00. (4) The yield is 1.00. The catalyst is CCO. The product is [N+:8]([C:3]1[CH:4]=[CH:5][CH:6]=[CH:7][C:2]=1[N:21]1[CH2:20][CH2:19][N:18]([C:11]([O:13][C:14]([CH3:17])([CH3:16])[CH3:15])=[O:12])[CH2:23][CH2:22]1)([O-:10])=[O:9]. The reactants are F[C:2]1[CH:7]=[CH:6][CH:5]=[CH:4][C:3]=1[N+:8]([O-:10])=[O:9].[C:11]([N:18]1[CH2:23][CH2:22][NH:21][CH2:20][CH2:19]1)([O:13][C:14]([CH3:17])([CH3:16])[CH3:15])=[O:12]. (5) The reactants are [OH:1][CH2:2][CH2:3][CH2:4][C:5]1[CH:6]=[C:7]2[C:11](=[CH:12][CH:13]=1)[C:10](=[C:14]1[C:22]3[C:17](=[CH:18][CH:19]=[CH:20][CH:21]=3)[NH:16][C:15]1=[O:23])[O:9][CH2:8]2.C(N(CC)CC)C.[CH3:31][S:32](Cl)(=[O:34])=[O:33]. The catalyst is C1COCC1. The product is [O:23]=[C:15]1[C:14](=[C:10]2[C:11]3[C:7](=[CH:6][C:5]([CH2:4][CH2:3][CH2:2][O:1][S:32]([CH3:31])(=[O:34])=[O:33])=[CH:13][CH:12]=3)[CH2:8][O:9]2)[C:22]2[C:17](=[CH:18][CH:19]=[CH:20][CH:21]=2)[NH:16]1. The yield is 0.790. (6) The reactants are [CH3:1][O:2][C:3]1[CH:8]=[C:7]([O:9][CH3:10])[CH:6]=[CH:5][C:4]=1[C:11]1[NH:19][C:14]2=[N:15][CH:16]=[CH:17][CH:18]=[C:13]2[N:12]=1.[CH3:20][O:21]C(Cl)Cl. The catalyst is C(Cl)Cl.Cl[Ti](Cl)(Cl)Cl. The product is [N:12]1[C:13]2[C:14](=[N:15][CH:16]=[CH:17][CH:18]=2)[NH:19][C:11]=1[C:4]1[C:3]([O:2][CH3:1])=[CH:8][C:7]([O:9][CH3:10])=[C:6]([CH:5]=1)[CH:20]=[O:21]. The yield is 0.630. (7) The reactants are [NH2:1][C:2]1[CH:7]=[CH:6][C:5]([Cl:8])=[CH:4][N:3]=1.C[Si]([N-][Si](C)(C)C)(C)C.[K+].C1(C)C=CC=CC=1.[Cl:26][C:27]1[CH:38]=[C:31]2[C:32](OC(=O)[NH:36][C:30]2=[CH:29][CH:28]=1)=[O:33]. The catalyst is O1CCCC1. The product is [NH2:36][C:30]1[CH:29]=[CH:28][C:27]([Cl:26])=[CH:38][C:31]=1[C:32]([NH:1][C:2]1[CH:7]=[CH:6][C:5]([Cl:8])=[CH:4][N:3]=1)=[O:33]. The yield is 1.00.